Dataset: Forward reaction prediction with 1.9M reactions from USPTO patents (1976-2016). Task: Predict the product of the given reaction. (1) Given the reactants [CH2:1]([O:8][C:9]1[CH:14]=[CH:13][C:12]([C:15]2[C:16]([N:34]3[CH2:39][CH2:38][C:37]([CH3:41])([CH3:40])[CH2:36][CH2:35]3)=[C:17]([C@H:23]([O:29][C:30]([CH3:33])([CH3:32])[CH3:31])[C:24]([O:26]CC)=[O:25])[C:18]([CH3:22])=[N:19][C:20]=2[CH3:21])=[CH:11][CH:10]=1)[C:2]1[CH:7]=[CH:6][CH:5]=[CH:4][CH:3]=1.[Li+].[OH-], predict the reaction product. The product is: [CH2:1]([O:8][C:9]1[CH:14]=[CH:13][C:12]([C:15]2[C:16]([N:34]3[CH2:35][CH2:36][C:37]([CH3:41])([CH3:40])[CH2:38][CH2:39]3)=[C:17]([C@H:23]([O:29][C:30]([CH3:33])([CH3:32])[CH3:31])[C:24]([OH:26])=[O:25])[C:18]([CH3:22])=[N:19][C:20]=2[CH3:21])=[CH:11][CH:10]=1)[C:2]1[CH:3]=[CH:4][CH:5]=[CH:6][CH:7]=1. (2) Given the reactants [C:1]([C:4]1[S:8][CH:7]=[C:6]([C:9]2[C:13]3[C:14]([O:18]C)=[N:15][CH:16]=[CH:17][C:12]=3[N:11]([C@@H:20]3[CH2:25][CH2:24][C@H:23]([NH:26]C(=O)OC(C)(C)C)[CH2:22][CH2:21]3)[N:10]=2)[CH:5]=1)(=[O:3])[NH2:2].[I-].[Na+].Cl[Si](C)(C)C.FC(F)(F)C(O)=O, predict the reaction product. The product is: [NH2:26][C@@H:23]1[CH2:24][CH2:25][C@H:20]([N:11]2[C:12]3[CH:17]=[CH:16][NH:15][C:14](=[O:18])[C:13]=3[C:9]([C:6]3[CH:5]=[C:4]([C:1]([NH2:2])=[O:3])[S:8][CH:7]=3)=[N:10]2)[CH2:21][CH2:22]1. (3) Given the reactants [Cl:1][C:2]1[CH:3]=[CH:4][C:5]([F:18])=[C:6]([C:8]2[CH:9]=[C:10]([CH:14]=[C:15]([CH3:17])[N:16]=2)C(O)=O)[CH:7]=1.P([N:35]=[N+]=[N-])(=O)(OC1C=CC=CC=1)OC1C=CC=CC=1.C(N(CC)CC)C.CC(O)(C)C, predict the reaction product. The product is: [Cl:1][C:2]1[CH:3]=[CH:4][C:5]([F:18])=[C:6]([C:8]2[CH:9]=[C:10]([NH2:35])[CH:14]=[C:15]([CH3:17])[N:16]=2)[CH:7]=1. (4) Given the reactants [N:1]1[CH:6]=[CH:5][CH:4]=[CH:3][C:2]=1[C:7]#[C:8][C:9]1[CH:10]=[C:11]([O:28][C:29]([F:32])([F:31])[F:30])[CH:12]=[C:13]2[C:18]=1[O:17][CH:16]([C:19]([F:22])([F:21])[F:20])[C:15]([C:23]([O:25]CC)=[O:24])=[CH:14]2, predict the reaction product. The product is: [N:1]1[CH:6]=[CH:5][CH:4]=[CH:3][C:2]=1[C:7]#[C:8][C:9]1[CH:10]=[C:11]([O:28][C:29]([F:32])([F:30])[F:31])[CH:12]=[C:13]2[C:18]=1[O:17][CH:16]([C:19]([F:22])([F:21])[F:20])[C:15]([C:23]([OH:25])=[O:24])=[CH:14]2. (5) Given the reactants [C:1]1([C:18]2[CH:23]=[CH:22][CH:21]=[CH:20][CH:19]=2)[CH:6]=[CH:5][C:4]([C@@:7]2([O:16][CH3:17])[CH2:11][NH:10][C@H:9]([C:12]([O:14][CH3:15])=[O:13])[CH2:8]2)=[CH:3][CH:2]=1.[C:24]([O:28][C:29]([NH:31][C@@H:32]([CH2:36][CH2:37][CH2:38][CH2:39][CH2:40][CH:41]=[CH2:42])[C:33](O)=[O:34])=[O:30])([CH3:27])([CH3:26])[CH3:25].CN(C(ON1N=NC2C=CC=NC1=2)=[N+](C)C)C.F[P-](F)(F)(F)(F)F.C(N(CC)C(C)C)(C)C, predict the reaction product. The product is: [C:1]1([C:18]2[CH:23]=[CH:22][CH:21]=[CH:20][CH:19]=2)[CH:2]=[CH:3][C:4]([C:7]2([O:16][CH3:17])[CH2:11][N:10]([C:33](=[O:34])[C@@H:32]([NH:31][C:29]([O:28][C:24]([CH3:27])([CH3:26])[CH3:25])=[O:30])[CH2:36][CH2:37][CH2:38][CH2:39][CH2:40][CH:41]=[CH2:42])[CH:9]([C:12]([O:14][CH3:15])=[O:13])[CH2:8]2)=[CH:5][CH:6]=1.